This data is from NCI-60 drug combinations with 297,098 pairs across 59 cell lines. The task is: Regression. Given two drug SMILES strings and cell line genomic features, predict the synergy score measuring deviation from expected non-interaction effect. Drug 1: C1CCC(C1)C(CC#N)N2C=C(C=N2)C3=C4C=CNC4=NC=N3. Drug 2: C1C(C(OC1N2C=C(C(=O)NC2=O)F)CO)O. Cell line: T-47D. Synergy scores: CSS=2.25, Synergy_ZIP=8.01, Synergy_Bliss=7.25, Synergy_Loewe=1.83, Synergy_HSA=2.02.